Dataset: Full USPTO retrosynthesis dataset with 1.9M reactions from patents (1976-2016). Task: Predict the reactants needed to synthesize the given product. (1) Given the product [CH:1]1[C:10]2[C:5](=[CH:6][C:7](/[CH:11]=[N:14]/[OH:15])=[CH:8][CH:9]=2)[CH:4]=[CH:3][N:2]=1, predict the reactants needed to synthesize it. The reactants are: [CH:1]1[C:10]2[C:5](=[CH:6][C:7]([CH:11]=O)=[CH:8][CH:9]=2)[CH:4]=[CH:3][N:2]=1.Cl.[NH2:14][OH:15].[OH-].[Na+].Cl. (2) Given the product [Cl:1][C:2]1[N:7]=[C:6]([C:15]2[C:16]3[C:21](=[CH:20][CH:19]=[CH:18][CH:17]=3)[NH:13][CH:14]=2)[C:5]([C:9]([F:12])([F:11])[F:10])=[CH:4][N:3]=1, predict the reactants needed to synthesize it. The reactants are: [Cl:1][C:2]1[N:7]=[C:6](Cl)[C:5]([C:9]([F:12])([F:11])[F:10])=[CH:4][N:3]=1.[NH:13]1[C:21]2[C:16](=[CH:17][CH:18]=[CH:19][CH:20]=2)[CH:15]=[CH:14]1. (3) Given the product [Cl:1][C:2]1[CH:3]=[C:4]([C:8]2[N:13]=[C:12]([CH2:14][N:15]3[CH:19]=[N:18][C:17]([CH2:20][OH:21])=[N:16]3)[CH:11]=[N:10][C:9]=2[O:24][CH3:25])[CH:5]=[CH:6][CH:7]=1, predict the reactants needed to synthesize it. The reactants are: [Cl:1][C:2]1[CH:3]=[C:4]([C:8]2[N:13]=[C:12]([CH2:14][N:15]3[CH:19]=[N:18][C:17]([C:20](OC)=[O:21])=[N:16]3)[CH:11]=[N:10][C:9]=2[O:24][CH3:25])[CH:5]=[CH:6][CH:7]=1.[Li+].[BH4-]. (4) The reactants are: [Cl:1][C:2]1[CH:7]=[C:6]([O:8][CH3:9])[CH:5]=[CH:4][C:3]=1[C:10]1[N:11]([N:16]2C(=O)C3C(=CC=CC=3)C2=O)[CH:12]=[CH:13][C:14]=1[CH3:15].O.NN. Given the product [Cl:1][C:2]1[CH:7]=[C:6]([O:8][CH3:9])[CH:5]=[CH:4][C:3]=1[C:10]1[N:11]([NH2:16])[CH:12]=[CH:13][C:14]=1[CH3:15], predict the reactants needed to synthesize it. (5) Given the product [C:38]([C:37]1[CH:40]=[C:33]([C:31]2[O:32][C:28]([C:9]3[CH:17]=[CH:16][CH:15]=[C:14]4[C:10]=3[CH2:11][CH2:12][C@H:13]4[NH:18][C:19](=[O:25])[O:20][C:21]([CH3:22])([CH3:23])[CH3:24])=[CH:29][N:30]=2)[CH:34]=[CH:35][C:36]=1[O:41][CH:42]([CH3:44])[CH3:43])#[N:39], predict the reactants needed to synthesize it. The reactants are: CC1(C)C(C)(C)OB([C:9]2[CH:17]=[CH:16][CH:15]=[C:14]3[C:10]=2[CH2:11][CH2:12][C@H:13]3[NH:18][C:19](=[O:25])[O:20][C:21]([CH3:24])([CH3:23])[CH3:22])O1.Br[C:28]1[O:32][C:31]([C:33]2[CH:34]=[CH:35][C:36]([O:41][CH:42]([CH3:44])[CH3:43])=[C:37]([CH:40]=2)[C:38]#[N:39])=[N:30][CH:29]=1.C(=O)([O-])[O-].[K+].[K+].CC(O)C(O)C.O. (6) Given the product [CH2:1]([O:3][C:4]1[C:5]([C:20]2[CH:25]=[CH:24][C:23]([CH2:26][C:27]([NH:29][C:30]3[CH:31]=[N:32][C:33]([C:40]([CH3:44])([CH3:43])[CH2:41][OH:42])=[C:34]([C:36]([F:39])([F:37])[F:38])[CH:35]=3)=[O:28])=[C:22]([F:45])[CH:21]=2)=[CH:6][NH:7][C:8](=[O:10])[CH:9]=1)[CH3:2], predict the reactants needed to synthesize it. The reactants are: [CH2:1]([O:3][C:4]1[CH:9]=[C:8]([O:10]CC2C=CC(OC)=CC=2)[N:7]=[CH:6][C:5]=1[C:20]1[CH:25]=[CH:24][C:23]([CH2:26][C:27]([NH:29][C:30]2[CH:31]=[N:32][C:33]([C:40]([CH3:44])([CH3:43])[CH2:41][OH:42])=[C:34]([C:36]([F:39])([F:38])[F:37])[CH:35]=2)=[O:28])=[C:22]([F:45])[CH:21]=1)[CH3:2].C(Cl)Cl. (7) Given the product [BrH:1].[Br:1][CH:22]([C:20]1[CH:21]=[C:12]([C:10]([NH:9][CH2:8][CH2:7][N:6]([CH3:32])[CH3:5])=[O:11])[CH:13]=[C:14]2[C:19]=1[O:18][C:17]([N:25]1[CH2:30][CH2:29][O:28][CH2:27][CH2:26]1)=[CH:16][C:15]2=[O:31])[CH3:23], predict the reactants needed to synthesize it. The reactants are: [Br:1]P(Br)Br.[CH3:5][N:6]([CH3:32])[CH2:7][CH2:8][NH:9][C:10]([C:12]1[CH:13]=[C:14]2[C:19](=[C:20]([CH:22](O)[CH3:23])[CH:21]=1)[O:18][C:17]([N:25]1[CH2:30][CH2:29][O:28][CH2:27][CH2:26]1)=[CH:16][C:15]2=[O:31])=[O:11]. (8) Given the product [NH2:20][C:18]1[C:19]2=[C:11]([C:7]3[CH:8]=[CH:9][C:10]4[C:5]([CH:6]=3)=[N:4][N:3]([CH2:27][C:28]3[CH:33]=[CH:32][CH:31]=[CH:30][CH:29]=3)[C:2]=4[NH2:1])[CH:12]=[C:13]([CH:21]3[CH2:26][CH2:25][N:24]([C:36]([N:38]([CH3:40])[CH3:39])=[O:37])[CH2:23][CH2:22]3)[N:14]2[N:15]=[CH:16][N:17]=1, predict the reactants needed to synthesize it. The reactants are: [NH2:1][C:2]1[N:3]([CH2:27][C:28]2[CH:33]=[CH:32][CH:31]=[CH:30][CH:29]=2)[N:4]=[C:5]2[C:10]=1[CH:9]=[CH:8][C:7]([C:11]1[CH:12]=[C:13]([CH:21]3[CH2:26][CH2:25][NH:24][CH2:23][CH2:22]3)[N:14]3[C:19]=1[C:18]([NH2:20])=[N:17][CH:16]=[N:15]3)=[CH:6]2.ClC[C:36]([N:38]([CH3:40])[CH3:39])=[O:37]. (9) The reactants are: [NH2:1][CH2:2][CH2:3][N:4]1[C:13]2[C:8](=[N:9][CH:10]=[C:11]([CH2:14][C:15]3[CH:20]=[CH:19][C:18]([F:21])=[CH:17][CH:16]=3)[CH:12]=2)[C:7]([OH:22])=[C:6]([C:23]([NH:25][CH2:26][CH2:27][N:28]2[CH2:32][CH2:31][NH:30][C:29]2=[O:33])=[O:24])[C:5]1=[O:34].[N:35]1([C:41](Cl)=[O:42])[CH2:40][CH2:39][O:38][CH2:37][CH2:36]1. Given the product [F:21][C:18]1[CH:17]=[CH:16][C:15]([CH2:14][C:11]2[CH:12]=[C:13]3[C:8]([C:7]([OH:22])=[C:6]([C:23]([NH:25][CH2:26][CH2:27][N:28]4[CH2:32][CH2:31][NH:30][C:29]4=[O:33])=[O:24])[C:5](=[O:34])[N:4]3[CH2:3][CH2:2][NH:1][C:41]([N:35]3[CH2:40][CH2:39][O:38][CH2:37][CH2:36]3)=[O:42])=[N:9][CH:10]=2)=[CH:20][CH:19]=1, predict the reactants needed to synthesize it.